From a dataset of Reaction yield outcomes from USPTO patents with 853,638 reactions. Predict the reaction yield, written as a fraction of the theoretical maximum amount of product (1.0 means a 100% yield; for example, 0.34 means a 34% yield). (1) The reactants are [Cl:1][C:2]1[CH:7]=[CH:6][CH:5]=[CH:4][C:3]=1[C:8]1[C:12]([C:13]2[N:14](COCC[Si](C)(C)C)[CH:15]=[CH:16][N:17]=2)=[CH:11][N:10]([C:26]2[C:31]([CH3:32])=[CH:30][N:29]=[C:28]([N:33](CC3C=CC(OC)=CC=3OC)[C:34](=[O:36])[CH3:35])[CH:27]=2)[N:9]=1.C(O)(C(F)(F)F)=O. The yield is 0.230. The catalyst is C(Cl)Cl. The product is [Cl:1][C:2]1[CH:7]=[CH:6][CH:5]=[CH:4][C:3]=1[C:8]1[C:12]([C:13]2[NH:17][CH:16]=[CH:15][N:14]=2)=[CH:11][N:10]([C:26]2[C:31]([CH3:32])=[CH:30][N:29]=[C:28]([NH:33][C:34](=[O:36])[CH3:35])[CH:27]=2)[N:9]=1. (2) The reactants are C[Si]([N-][Si](C)(C)C)(C)C.[Li+].[N:11]1[CH:16]=[CH:15][C:14]([CH3:17])=[CH:13][CH:12]=1.[O:18]1[CH:22]=[CH:21][CH:20]=[C:19]1[C:23](OCC)=[O:24].CCCCCC. The catalyst is O1CCCC1. The product is [O:18]1[CH:22]=[CH:21][CH:20]=[C:19]1[C:23](=[O:24])[CH2:17][C:14]1[CH:15]=[CH:16][N:11]=[CH:12][CH:13]=1. The yield is 0.700. (3) The reactants are Br[C:2]1[CH:3]=[CH:4][C:5]([NH:8][CH2:9][C:10]([O:12][CH3:13])=[O:11])=[N:6][CH:7]=1.[C:14]([O:18][C:19]([CH3:22])([CH3:21])[CH3:20])(=[O:17])[CH:15]=[CH2:16].CCN(C(C)C)C(C)C.CC1C=CC=CC=1P(C1C=CC=CC=1C)C1C=CC=CC=1C. The catalyst is C(#N)CC.CC([O-])=O.CC([O-])=O.[Pd+2]. The product is [CH3:13][O:12][C:10]([CH2:9][NH:8][C:5]1[N:6]=[CH:7][C:2](/[CH:16]=[CH:15]/[C:14]([O:18][C:19]([CH3:22])([CH3:21])[CH3:20])=[O:17])=[CH:3][CH:4]=1)=[O:11]. The yield is 0.930. (4) The reactants are Br[C:2]1[C:10]2[C:5](=[CH:6][CH:7]=[CH:8][CH:9]=2)[NH:4][C:3]=1[C:11]([O:13][CH2:14][CH3:15])=[O:12].[CH3:16][O:17][C:18]1[N:23]=[CH:22][C:21](B(O)O)=[CH:20][CH:19]=1.C([O-])([O-])=O.[Na+].[Na+]. The catalyst is COCCOC.C1C=CC([P]([Pd]([P](C2C=CC=CC=2)(C2C=CC=CC=2)C2C=CC=CC=2)([P](C2C=CC=CC=2)(C2C=CC=CC=2)C2C=CC=CC=2)[P](C2C=CC=CC=2)(C2C=CC=CC=2)C2C=CC=CC=2)(C2C=CC=CC=2)C2C=CC=CC=2)=CC=1. The product is [CH3:16][O:17][C:18]1[N:23]=[CH:22][C:21]([C:2]2[C:10]3[C:5](=[CH:6][CH:7]=[CH:8][CH:9]=3)[NH:4][C:3]=2[C:11]([O:13][CH2:14][CH3:15])=[O:12])=[CH:20][CH:19]=1. The yield is 1.00. (5) The reactants are [CH2:1]([N:3]1[CH:7]=[C:6]([C:8]2[CH:13]=[CH:12][N:11]=[C:10]3[NH:14][C:15]([C:17]([OH:19])=O)=[CH:16][C:9]=23)[C:5]([C:20]2[CH:25]=[CH:24][C:23]([N+:26]([O-:28])=[O:27])=[CH:22][CH:21]=2)=[N:4]1)[CH3:2].[CH3:29][N:30]1[CH2:35][CH2:34][N:33]([CH2:36][CH2:37][NH2:38])[CH2:32][CH2:31]1.Cl.CN(C)CCCN=C=NCC. The catalyst is CN(C)C=O. The product is [CH2:1]([N:3]1[CH:7]=[C:6]([C:8]2[CH:13]=[CH:12][N:11]=[C:10]3[NH:14][C:15]([C:17]([NH:38][CH2:37][CH2:36][N:33]4[CH2:34][CH2:35][N:30]([CH3:29])[CH2:31][CH2:32]4)=[O:19])=[CH:16][C:9]=23)[C:5]([C:20]2[CH:25]=[CH:24][C:23]([N+:26]([O-:28])=[O:27])=[CH:22][CH:21]=2)=[N:4]1)[CH3:2]. The yield is 0.200. (6) The reactants are [NH2:1][C:2]1[CH:7]=[CH:6][C:5]([C:8]2[N:13]=[C:12]([N:14]3[CH2:19][CH2:18][O:17][CH2:16][CH2:15]3)[N:11]=[C:10]([C:20]3[CH:25]=[CH:24][C:23]([NH:26][C:27]([NH:29][CH3:30])=[O:28])=[CH:22][CH:21]=3)[N:9]=2)=[CH:4][CH:3]=1.[N:31]1[CH:36]=[CH:35][CH:34]=[C:33]([NH:37][C:38](=[O:46])OC2C=CC=CC=2)[CH:32]=1. No catalyst specified. The product is [CH3:30][NH:29][C:27]([NH:26][C:23]1[CH:22]=[CH:21][C:20]([C:10]2[N:11]=[C:12]([N:14]3[CH2:15][CH2:16][O:17][CH2:18][CH2:19]3)[N:13]=[C:8]([C:5]3[CH:4]=[CH:3][C:2]([NH:1][C:38](=[O:46])[NH:37][C:33]4[CH:32]=[N:31][CH:36]=[CH:35][CH:34]=4)=[CH:7][CH:6]=3)[N:9]=2)=[CH:25][CH:24]=1)=[O:28]. The yield is 0.0600. (7) The product is [Br:1][C:2]1[CH:7]=[CH:6][C:5]([C:29]2([OH:36])[C:30]3[C:35](=[CH:34][CH:33]=[CH:32][CH:31]=3)[N:27]([CH:14]([C:15]3[CH:16]=[CH:17][CH:18]=[CH:19][CH:20]=3)[C:21]3[CH:26]=[CH:25][CH:24]=[CH:23][CH:22]=3)[C:28]2=[O:37])=[C:4]([OH:8])[CH:3]=1. The yield is 0.700. The catalyst is ClCCl.C(OCC)(=O)C. The reactants are [Br:1][C:2]1[CH:3]=[C:4]([OH:8])[CH:5]=[CH:6][CH:7]=1.C([Mg]Cl)(C)C.[CH:14]([N:27]1[C:35]2[C:30](=[CH:31][CH:32]=[CH:33][CH:34]=2)[C:29](=[O:36])[C:28]1=[O:37])([C:21]1[CH:26]=[CH:25][CH:24]=[CH:23][CH:22]=1)[C:15]1[CH:20]=[CH:19][CH:18]=[CH:17][CH:16]=1. (8) The catalyst is CCO. The product is [Br:1][C:2]1[CH:7]=[CH:6][C:5]([C@@H:8]([NH:18][CH3:17])[CH2:9][N:10]2[CH2:15][CH2:14][O:13][CH2:12][CH2:11]2)=[CH:4][CH:3]=1. The yield is 0.930. The reactants are [Br:1][C:2]1[CH:7]=[CH:6][C:5]([C@@H:8](Cl)[CH2:9][N:10]2[CH2:15][CH2:14][O:13][CH2:12][CH2:11]2)=[CH:4][CH:3]=1.[CH3:17][NH2:18].